Dataset: Catalyst prediction with 721,799 reactions and 888 catalyst types from USPTO. Task: Predict which catalyst facilitates the given reaction. (1) Reactant: [CH3:1][O:2][C:3]([CH:5]1[CH2:10][NH:9][CH2:8][CH2:7][N:6]1[C:11]1[CH:16]=[CH:15][C:14]([Cl:17])=[CH:13][CH:12]=1)=[O:4].C(=O)([O-])[O-].[K+].[K+].Br[CH2:25][CH2:26]/[CH:27]=[C:28]1/[C:29]2[CH:42]=[C:41]([C:43]([OH:46])([CH3:45])[CH3:44])[CH:40]=[CH:39][C:30]=2[O:31][CH2:32][C:33]2[N:38]=[CH:37][CH:36]=[CH:35][C:34]/1=2. Product: [CH3:1][O:2][C:3]([CH:5]1[CH2:10][N:9]([CH2:25][CH2:26][CH:27]=[C:28]2[C:34]3[CH:35]=[CH:36][CH:37]=[N:38][C:33]=3[CH2:32][O:31][C:30]3[CH:39]=[CH:40][C:41]([C:43]([OH:46])([CH3:45])[CH3:44])=[CH:42][C:29]2=3)[CH2:8][CH2:7][N:6]1[C:11]1[CH:16]=[CH:15][C:14]([Cl:17])=[CH:13][CH:12]=1)=[O:4]. The catalyst class is: 47. (2) Reactant: [F:1][C:2]([F:11])([F:10])[C:3]1[CH:8]=[CH:7][CH:6]=[CH:5][N+:4]=1[O-].[N+:12]([O-])([OH:14])=[O:13].[OH-].[Na+]. Product: [N+:12]([C:7]1[CH:6]=[CH:5][N:4]=[C:3]([C:2]([F:11])([F:10])[F:1])[CH:8]=1)([O-:14])=[O:13]. The catalyst class is: 82.